Dataset: Forward reaction prediction with 1.9M reactions from USPTO patents (1976-2016). Task: Predict the product of the given reaction. (1) Given the reactants [CH:1]1([NH:4][C:5]([C:7]2[CH:8]=[CH:9][C:10]([CH3:27])=[C:11]([C:13]3[CH:14]=[C:15]4[C:19](=[CH:20][CH:21]=3)[N:18]([CH2:22][C:23]([O:25]C)=O)[N:17]=[CH:16]4)[CH:12]=2)=[O:6])[CH2:3][CH2:2]1.[CH3:28][C:29]1[CH:36]=[CH:35][C:32]([CH2:33][NH2:34])=[CH:31][CH:30]=1, predict the reaction product. The product is: [CH:1]1([NH:4][C:5](=[O:6])[C:7]2[CH:8]=[CH:9][C:10]([CH3:27])=[C:11]([C:13]3[CH:14]=[C:15]4[C:19](=[CH:20][CH:21]=3)[N:18]([CH2:22][C:23]([NH:34][CH2:33][C:32]3[CH:35]=[CH:36][C:29]([CH3:28])=[CH:30][CH:31]=3)=[O:25])[N:17]=[CH:16]4)[CH:12]=2)[CH2:2][CH2:3]1. (2) Given the reactants [C:1]([O:5][C:6](=[O:15])[NH:7][C:8]1[CH:9]=[N:10][CH:11]=[CH:12][C:13]=1[Cl:14])([CH3:4])([CH3:3])[CH3:2].[CH2:16](Br)[CH:17]=[CH2:18].C(=O)([O-])[O-].[Cs+].[Cs+], predict the reaction product. The product is: [C:1]([O:5][C:6](=[O:15])[N:7]([CH2:18][CH:17]=[CH2:16])[C:8]1[CH:9]=[N:10][CH:11]=[CH:12][C:13]=1[Cl:14])([CH3:4])([CH3:2])[CH3:3]. (3) Given the reactants [NH:1]1[C:9]2[C:4](=[CH:5][CH:6]=[CH:7][C:8]=2/C=C/C(NS(C2SC=CC=2)(=O)=O)=O)[CH:3]=[CH:2]1.C([BH3-])#N.[Na+], predict the reaction product. The product is: [NH:1]1[C:9]2[C:4](=[CH:5][CH:6]=[CH:7][CH:8]=2)[CH2:3][CH2:2]1.